From a dataset of Reaction yield outcomes from USPTO patents with 853,638 reactions. Predict the reaction yield, written as a fraction of the theoretical maximum amount of product (1.0 means a 100% yield; for example, 0.34 means a 34% yield). (1) The catalyst is C(O)(C)C. The reactants are Cl[C:2]1[N:7]=[C:6]([NH:8][C:9]2[C:18]([F:19])=[CH:17][CH:16]=[CH:15][C:10]=2[C:11]([NH:13][CH3:14])=[O:12])[C:5]([Cl:20])=[CH:4][N:3]=1.[NH2:21][C:22]1[CH:35]=[CH:34][C:25]2[NH:26][C:27](=[O:33])[CH2:28][CH2:29][C:30]([CH3:32])([CH3:31])[C:24]=2[CH:23]=1.CC1(C)[C@]2(CS(O)(=O)=O)C(C[C@H]1CC2)=O. The yield is 0.260. The product is [Cl:20][C:5]1[C:6]([NH:8][C:9]2[C:18]([F:19])=[CH:17][CH:16]=[CH:15][C:10]=2[C:11]([NH:13][CH3:14])=[O:12])=[N:7][C:2]([NH:21][C:22]2[CH:35]=[CH:34][C:25]3[NH:26][C:27](=[O:33])[CH2:28][CH2:29][C:30]([CH3:32])([CH3:31])[C:24]=3[CH:23]=2)=[N:3][CH:4]=1. (2) The reactants are [CH2:1]([O:8][C:9]([NH:11][CH:12]1[CH2:21][CH2:20][C:19]2[N:18]=[CH:17][CH:16]=[CH:15][C:14]=2[CH2:13]1)=[O:10])[C:2]1[CH:7]=[CH:6][CH:5]=[CH:4][CH:3]=1.ClC1C=C(C=CC=1)C(OO)=[O:27]. The catalyst is C(Cl)(Cl)Cl. The product is [CH2:1]([O:8][C:9]([NH:11][CH:12]1[CH2:21][CH2:20][C:19]2[N+:18]([O-:27])=[CH:17][CH:16]=[CH:15][C:14]=2[CH2:13]1)=[O:10])[C:2]1[CH:3]=[CH:4][CH:5]=[CH:6][CH:7]=1. The yield is 0.665. (3) The reactants are [F:1][C:2]1[CH:7]=[C:6]([I:8])[CH:5]=[CH:4][C:3]=1I.C([Mg]Cl)(C)C.CN(C)[CH:17]=[O:18]. The catalyst is O1CCCC1.[Cl-].[NH4+]. The product is [F:1][C:2]1[CH:7]=[C:6]([I:8])[CH:5]=[CH:4][C:3]=1[CH:17]=[O:18]. The yield is 0.670. (4) The reactants are [Cl:1][C:2]1[CH:3]=[C:4]([N+:12]([O-:14])=[O:13])[C:5]([CH3:11])=[C:6]([CH:10]=1)[C:7]([OH:9])=[O:8].OS(O)(=O)=O.[CH3:20]O. No catalyst specified. The product is [Cl:1][C:2]1[CH:3]=[C:4]([N+:12]([O-:14])=[O:13])[C:5]([CH3:11])=[C:6]([CH:10]=1)[C:7]([O:9][CH3:20])=[O:8]. The yield is 0.350.